Dataset: Experimental lipophilicity measurements (octanol/water distribution) for 4,200 compounds from AstraZeneca. Task: Regression/Classification. Given a drug SMILES string, predict its absorption, distribution, metabolism, or excretion properties. Task type varies by dataset: regression for continuous measurements (e.g., permeability, clearance, half-life) or binary classification for categorical outcomes (e.g., BBB penetration, CYP inhibition). For this dataset (lipophilicity_astrazeneca), we predict Y. (1) The molecule is Nc1c(C(=O)c2cccc(OC[C@@H](O)CO)c2)cnn1-c1ccc(F)cc1. The Y is 1.91 logD. (2) The compound is C#CC(C)n1c(=O)c2c(-c3cncn3C)n(Cc3ccnc4ccc(Cl)cc34)nc2n(CC2CC2)c1=O. The Y is 3.59 logD. (3) The drug is CCCC(=O)Nc1ccc2c(c1)C(=O)C(=O)c1ccccc1-2. The Y is 2.81 logD. (4) The compound is CN1C(=O)CN=C(c2ccccc2)c2cc(Cl)ccc21. The Y is 2.69 logD. (5) The drug is O=S(=O)(Nc1cccnc1)c1ccc2c(c1)OCCO2. The Y is 1.34 logD. (6) The molecule is Cn1nnc2c(C(N)=O)ncn2c1=O. The Y is -1.08 logD. (7) The compound is NC(Cc1ccccc1)c1ccccc1. The Y is 1.32 logD.